Dataset: Reaction yield outcomes from USPTO patents with 853,638 reactions. Task: Predict the reaction yield, written as a fraction of the theoretical maximum amount of product (1.0 means a 100% yield; for example, 0.34 means a 34% yield). (1) The reactants are [CH3:1][C:2]1[CH:6]=[C:5]([C:7]([OH:9])=O)[N:4]([C:10]2[CH:15]=[CH:14][CH:13]=[CH:12][CH:11]=2)[N:3]=1.CN(C)C=O.C(Cl)(=O)C(Cl)=O.[NH2:27][C:28]1[CH:49]=[CH:48][C:31]([O:32][C:33]2[CH:34]=[CH:35][C:36]3[N:37]([CH:39]=[C:40]([NH:42][C:43]([CH:45]4[CH2:47][CH2:46]4)=[O:44])[N:41]=3)[N:38]=2)=[CH:30][CH:29]=1. The catalyst is CN(C)C(=O)C.O1CCCC1. The product is [CH:45]1([C:43]([NH:42][C:40]2[N:41]=[C:36]3[CH:35]=[CH:34][C:33]([O:32][C:31]4[CH:30]=[CH:29][C:28]([NH:27][C:7]([C:5]5[N:4]([C:10]6[CH:15]=[CH:14][CH:13]=[CH:12][CH:11]=6)[N:3]=[C:2]([CH3:1])[CH:6]=5)=[O:9])=[CH:49][CH:48]=4)=[N:38][N:37]3[CH:39]=2)=[O:44])[CH2:46][CH2:47]1. The yield is 0.650. (2) The reactants are [CH:1]1([N:6]2[C:10]3[N:11]=[C:12]([NH:16][CH:17]([CH2:26][CH2:27]O)[CH2:18][C:19]4[N:24]=[CH:23][C:22]([CH3:25])=[CH:21][N:20]=4)[NH:13][C:14](=[O:15])[C:9]=3[CH:8]=[N:7]2)[CH2:5][CH2:4][CH2:3][CH2:2]1.[H-].[Na+].CC1C=CC(S(Cl)(=O)=O)=CC=1.O. The catalyst is C1COCC1. The product is [CH:1]1([N:6]2[C:10]3[NH:11][C:12]4[N:13]([CH2:27][CH2:26][CH:17]([CH2:18][C:19]5[N:20]=[CH:21][C:22]([CH3:25])=[CH:23][N:24]=5)[N:16]=4)[C:14](=[O:15])[C:9]=3[CH:8]=[N:7]2)[CH2:2][CH2:3][CH2:4][CH2:5]1. The yield is 0.430. (3) The reactants are [CH2:1]([O:8][C:9]1[CH:18]=[C:17]2[C:12]([C:13](Cl)=[N:14][CH:15]=[N:16]2)=[CH:11][C:10]=1[O:20][CH3:21])[C:2]1[CH:7]=[CH:6][CH:5]=[CH:4][CH:3]=1.[F:22][C:23]1[CH:28]=[CH:27][C:26]([NH:29][C:30]([C:32]2([C:35]([NH:37][C:38]3[CH:43]=[CH:42][C:41]([OH:44])=[C:40]([F:45])[CH:39]=3)=[O:36])[CH2:34][CH2:33]2)=[O:31])=[CH:25][CH:24]=1.C(=O)([O-])[O-].[K+].[K+]. The catalyst is CC(N(C)C)=O. The product is [F:22][C:23]1[CH:24]=[CH:25][C:26]([NH:29][C:30]([C:32]2([C:35]([NH:37][C:38]3[CH:43]=[CH:42][C:41]([O:44][C:13]4[C:12]5[C:17](=[CH:18][C:9]([O:8][CH2:1][C:2]6[CH:7]=[CH:6][CH:5]=[CH:4][CH:3]=6)=[C:10]([O:20][CH3:21])[CH:11]=5)[N:16]=[CH:15][N:14]=4)=[C:40]([F:45])[CH:39]=3)=[O:36])[CH2:34][CH2:33]2)=[O:31])=[CH:27][CH:28]=1. The yield is 0.760. (4) The product is [CH3:12][N:13]([CH3:33])[CH2:14][CH2:15][NH:16][C:17]([C:19]1[C:23]([C:24]2[CH:29]=[CH:28][CH:27]=[CH:26][CH:25]=2)=[C:22]([CH:30]=[C:5]2[C:4]3[C:8](=[CH:9][CH:10]=[C:2]([Br:1])[CH:3]=3)[NH:7][C:6]2=[O:11])[NH:21][C:20]=1[CH3:32])=[O:18]. The reactants are [Br:1][C:2]1[CH:3]=[C:4]2[C:8](=[CH:9][CH:10]=1)[NH:7][C:6](=[O:11])[CH2:5]2.[CH3:12][N:13]([CH3:33])[CH2:14][CH2:15][NH:16][C:17]([C:19]1[C:23]([C:24]2[CH:29]=[CH:28][CH:27]=[CH:26][CH:25]=2)=[C:22]([CH:30]=O)[NH:21][C:20]=1[CH3:32])=[O:18]. The yield is 0.550. No catalyst specified. (5) The reactants are [OH:1][C:2]1[N:3]=[C:4]2[CH:12]=[N:11][C:10]([N:13]3[CH2:18][CH2:17][N:16]([C:19]([O:21][C:22]([CH3:25])([CH3:24])[CH3:23])=[O:20])[CH2:15][CH2:14]3)=[CH:9][N:5]2[C:6](=[O:8])[CH:7]=1.[H-].[Na+].C1(N([S:35]([C:38]([F:41])([F:40])[F:39])(=[O:37])=[O:36])[S:35]([C:38]([F:41])([F:40])[F:39])(=[O:37])=[O:36])C=CC=CC=1. The catalyst is CN(C=O)C. The product is [O:8]=[C:6]1[N:5]2[CH:9]=[C:10]([N:13]3[CH2:14][CH2:15][N:16]([C:19]([O:21][C:22]([CH3:25])([CH3:24])[CH3:23])=[O:20])[CH2:17][CH2:18]3)[N:11]=[CH:12][C:4]2=[N:3][C:2]([O:1][S:35]([C:38]([F:41])([F:40])[F:39])(=[O:37])=[O:36])=[CH:7]1. The yield is 0.800. (6) The reactants are O[CH2:2][C:3]1[CH:12]=[N:11][C:10]2[N:9]3[CH2:13][CH2:14][S:15][CH2:16][C@H:8]3[C:7](=[O:17])[NH:6][C:5]=2[CH:4]=1.[I-].C(C[P+](C)(C)C)#N.C(N(C(C)C)C(C)C)C.[N:35]1([C:41]2[CH:48]=[CH:47][C:44]([C:45]#[N:46])=[CH:43][N:42]=2)[CH2:40][CH2:39][NH:38][CH2:37][CH2:36]1. The catalyst is C(#N)CC. The product is [O:17]=[C:7]1[NH:6][C:5]2[CH:4]=[C:3]([CH2:2][N:38]3[CH2:39][CH2:40][N:35]([C:41]4[CH:48]=[CH:47][C:44]([C:45]#[N:46])=[CH:43][N:42]=4)[CH2:36][CH2:37]3)[CH:12]=[N:11][C:10]=2[N:9]2[CH2:13][CH2:14][S:15][CH2:16][C@@H:8]12. The yield is 0.402. (7) The reactants are [F:1][C:2]1[CH:3]=[C:4]([C:12]2[C:13]3[CH:20]([CH2:21][C:22]([NH:24][CH3:25])=[O:23])[CH2:19][CH2:18][C:14]=3[CH:15]=[N:16][CH:17]=2)[CH:5]=[CH:6][C:7]=1[C:8]([F:11])([F:10])[F:9].N1C[CH2:30][O:29][CH2:28][CH2:27]1. No catalyst specified. The product is [F:1][C:2]1[CH:3]=[C:4]([C:12]2[C:13]3[CH:20]([CH2:21][C:22]([N:24]4[CH2:27][CH2:28][O:29][CH2:30][CH2:25]4)=[O:23])[CH2:19][CH2:18][C:14]=3[CH:15]=[N:16][CH:17]=2)[CH:5]=[CH:6][C:7]=1[C:8]([F:11])([F:9])[F:10]. The yield is 0.140. (8) The reactants are [O:1]1[CH2:6][CH2:5][N:4]([CH2:7][CH:8]([OH:23])[CH2:9][C:10]([F:22])([F:21])[C:11]([F:20])([F:19])[C:12]([F:18])([F:17])[C:13]([F:16])([F:15])[F:14])[CH2:3][CH2:2]1.[C:24](OC(=O)C)(=[O:26])[CH3:25]. No catalyst specified. The product is [C:24]([O:23][CH:8]([CH2:9][C:10]([F:21])([F:22])[C:11]([F:19])([F:20])[C:12]([F:17])([F:18])[C:13]([F:16])([F:14])[F:15])[CH2:7][N:4]1[CH2:5][CH2:6][O:1][CH2:2][CH2:3]1)(=[O:26])[CH3:25]. The yield is 0.950. (9) The reactants are Br[C:2]1[C:9]([CH3:10])=[CH:8][C:5]([C:6]#[N:7])=[C:4]([F:11])[CH:3]=1.C(OC)(=O)[CH2:13][C:14]([O:16][CH3:17])=[O:15].C(=O)([O-])[O-].[K+].[K+].C(=O)([O-])O.[K+]. The catalyst is C(OCC)(=O)C.F[B-](F)(F)F.C([PH+](C(C)(C)C)C(C)(C)C)(C)(C)C. The product is [C:6]([C:5]1[C:4]([F:11])=[CH:3][C:2]([CH2:13][C:14]([O:16][CH3:17])=[O:15])=[C:9]([CH3:10])[CH:8]=1)#[N:7]. The yield is 0.430. (10) The reactants are [CH3:1][C:2]1[C:3]([N:28]2[CH2:33][CH2:32][NH:31][CH2:30][CH2:29]2)=[N:4][C:5]([NH:8][C:9]2[CH:24]=[CH:23][C:12]([C:13]([NH:15][CH:16]3[CH2:21][CH2:20][N:19]([CH3:22])[CH2:18][CH2:17]3)=[O:14])=[CH:11][C:10]=2[N+:25]([O-:27])=[O:26])=[N:6][CH:7]=1.[N:34]([C:37]1[CH:44]=[CH:43][C:40]([C:41]#[N:42])=[CH:39][CH:38]=1)=[C:35]=[O:36].C(N(CC)CC)C. The catalyst is C(Cl)Cl. The product is [C:41]([C:40]1[CH:39]=[CH:38][C:37]([NH:34][C:35]([N:31]2[CH2:32][CH2:33][N:28]([C:3]3[C:2]([CH3:1])=[CH:7][N:6]=[C:5]([NH:8][C:9]4[CH:24]=[CH:23][C:12]([C:13](=[O:14])[NH:15][CH:16]5[CH2:21][CH2:20][N:19]([CH3:22])[CH2:18][CH2:17]5)=[CH:11][C:10]=4[N+:25]([O-:27])=[O:26])[N:4]=3)[CH2:29][CH2:30]2)=[O:36])=[CH:44][CH:43]=1)#[N:42]. The yield is 1.00.